Dataset: Reaction yield outcomes from USPTO patents with 853,638 reactions. Task: Predict the reaction yield, written as a fraction of the theoretical maximum amount of product (1.0 means a 100% yield; for example, 0.34 means a 34% yield). (1) The reactants are [CH3:1][O:2][C:3]1[CH:8]=[CH:7][C:6]([C:9](=[O:17])[CH2:10][C:11]2[CH:16]=[CH:15][CH:14]=[CH:13][CH:12]=2)=[CH:5][C:4]=1[C:18]1[C:19]([CH2:31][O:32][C:33](=[O:41])[C:34]2[CH:39]=[CH:38][C:37]([CH3:40])=[CH:36][CH:35]=2)=[C:20]2[C:25](=[CH:26][CH:27]=1)[NH:24][C:23]([CH3:29])([CH3:28])[CH:22]=[C:21]2[CH3:30].[BH4-].[Na+].Cl.C(OCC)(=O)C. The catalyst is O1CCCC1.CO. The product is [OH:17][CH:9]([C:6]1[CH:7]=[CH:8][C:3]([O:2][CH3:1])=[C:4]([C:18]2[C:19]([CH2:31][O:32][C:33](=[O:41])[C:34]3[CH:35]=[CH:36][C:37]([CH3:40])=[CH:38][CH:39]=3)=[C:20]3[C:25](=[CH:26][CH:27]=2)[NH:24][C:23]([CH3:29])([CH3:28])[CH:22]=[C:21]3[CH3:30])[CH:5]=1)[CH2:10][C:11]1[CH:16]=[CH:15][CH:14]=[CH:13][CH:12]=1. The yield is 0.930. (2) The reactants are [CH3:1][O:2][C:3]1[C:30]([O:31][CH2:32][CH2:33][CH2:34][C:35]([NH:37][C:38]2[CH:42]=[C:41]([C:43](=[O:61])[NH:44][C:45]3[CH:50]=[CH:49][C:48]([C:51]4[CH:55]=[C:54]([C:56]([O:58][CH3:59])=[O:57])[N:53]([CH3:60])[CH:52]=4)=[CH:47][CH:46]=3)[N:40]([CH3:62])[CH:39]=2)=[O:36])=[CH:29][C:6]2[N:7](C(OCC=C)=O)[C@@H:8](OC3CCCCO3)[C@@H:9]3[CH2:15][CH2:14][CH2:13][N:10]3[C:11](=[O:12])[C:5]=2[CH:4]=1.N1CCCC1.C1(P(C2C=CC=CC=2)C2C=CC=CC=2)C=CC=CC=1. The catalyst is C(Cl)Cl.C1(P(C2C=CC=CC=2)C2C=CC=CC=2)C=CC=CC=1.C1(P(C2C=CC=CC=2)C2C=CC=CC=2)C=CC=CC=1.C1(P(C2C=CC=CC=2)C2C=CC=CC=2)C=CC=CC=1.C1(P(C2C=CC=CC=2)C2C=CC=CC=2)C=CC=CC=1.[Pd]. The product is [CH3:1][O:2][C:3]1[C:30]([O:31][CH2:32][CH2:33][CH2:34][C:35]([NH:37][C:38]2[CH:42]=[C:41]([C:43]([NH:44][C:45]3[CH:50]=[CH:49][C:48]([C:51]4[CH:55]=[C:54]([C:56]([O:58][CH3:59])=[O:57])[N:53]([CH3:60])[CH:52]=4)=[CH:47][CH:46]=3)=[O:61])[N:40]([CH3:62])[CH:39]=2)=[O:36])=[CH:29][C:6]2[N:7]=[CH:8][C@@H:9]3[CH2:15][CH2:14][CH2:13][N:10]3[C:11](=[O:12])[C:5]=2[CH:4]=1. The yield is 0.340. (3) The reactants are [CH:1]([C:4]1[NH:5][C:6]2[C:11]([CH:12]=1)=[CH:10][C:9]([N+:13]([O-])=O)=[CH:8][CH:7]=2)([CH3:3])[CH3:2]. The catalyst is [Ni].CO. The product is [CH:1]([C:4]1[NH:5][C:6]2[C:11]([CH:12]=1)=[CH:10][C:9]([NH2:13])=[CH:8][CH:7]=2)([CH3:3])[CH3:2]. The yield is 0.410. (4) The reactants are [NH2:1][C:2]1[CH:3]=[C:4]2[C:8](=[CH:9][CH:10]=1)[CH2:7][CH2:6][CH2:5]2.[C:11](OC(=O)C)(=[O:13])[CH3:12]. The catalyst is C(O)(=O)C. The product is [C:11]([NH:1][C:2]1[CH:3]=[C:4]2[C:8](=[CH:9][CH:10]=1)[CH2:7][CH2:6][CH2:5]2)(=[O:13])[CH3:12]. The yield is 0.846.